Dataset: Peptide-MHC class II binding affinity with 134,281 pairs from IEDB. Task: Regression. Given a peptide amino acid sequence and an MHC pseudo amino acid sequence, predict their binding affinity value. This is MHC class II binding data. The peptide sequence is AFKPAATAANAAPAN. The MHC is DRB1_0901 with pseudo-sequence DRB1_0901. The binding affinity (normalized) is 0.550.